Dataset: Drug-target binding data from BindingDB using IC50 measurements. Task: Regression. Given a target protein amino acid sequence and a drug SMILES string, predict the binding affinity score between them. We predict pIC50 (pIC50 = -log10(IC50 in M); higher means more potent). Dataset: bindingdb_ic50. (1) The small molecule is CC(CCCCOc1cc(-c2cccc(Cl)c2)cc(-c2ccccc2)n1)C(=O)O. The target protein (Q15722) has sequence MNTTSSAAPPSLGVEFISLLAIILLSVALAVGLPGNSFVVWSILKRMQKRSVTALMVLNLALADLAVLLTAPFFLHFLAQGTWSFGLAGCRLCHYVCGVSMYASVLLITAMSLDRSLAVARPFVSQKLRTKAMARRVLAGIWVLSFLLATPVLAYRTVVPWKTNMSLCFPRYPSEGHRAFHLIFEAVTGFLLPFLAVVASYSDIGRRLQARRFRRSRRTGRLVVLIILTFAAFWLPYHVVNLAEAGRALAGQAAGLGLVGKRLSLARNVLIALAFLSSSVNPVLYACAGGGLLRSAGVGFVAKLLEGTGSEASSTRRGGSLGQTARSGPAALEPGPSESLTASSPLKLNELN. The pIC50 is 8.3. (2) The drug is CCN(CC)CCCC[C@H](NC(=O)[C@H](CC(C)C)NC(=O)[C@H](C)NC(=O)[C@H](Cc1ccccc1)NC(=O)c1ccc(C(C)(C)C)cc1)C(=O)NCCO. The target protein (O95931) has sequence MELSAIGEQVFAVESIRKKRVRKGKVEYLVKWKGWPPKYSTWEPEEHILDPRLVMAYEEKEERDRASGYRKRGPKPKRLLLQRLYSMDLRSSHKAKGKEKLCFSLTCPLGSGSPEGVVKAGAPELVDKGPLVPTLPFPLRKPRKAHKYLRLSRKKFPPRGPNLESHSHRRELFLQEPPAPDVLQAAGEWEPAAQPPEEEADADLAEGPPPWTPALPSSEVTVTDITANSITVTFREAQAAEGFFRDRSGKF. The pIC50 is 7.1. (3) The compound is N#Cc1ccc(Oc2ccc(-c3ccccn3)cc2O)c(Cl)c1. The target protein sequence is MNKISQRLLFLFLHFYTTVCFIQNNTQKTFHNVLQNEQIRGKEKAFYRKEKRENIFIGNKMKHVHNMNNTHNNNHYMEKEEQDASNINKIKEENKNEDICFIAGIGDTNGYGWGIAKELSKRNVKIIFGIWPPVYNIFMKNYKNGKFDNDMIIDKDKKMNILDMLPFDASFDTANDIDEETKNNKRYNMLQNYTIEDVANLIHQKYGKINMLVHSLANAKEVQKDLLNTSRKGYLDALSKSSYSLISLCKYFVNIMKPQSSIISLTYHASQKVVPGYGGGMSSAKAALESDTRVLAYHLGRNYNIRINTISAGPLKSRAATAINKLNNTYENNTNQNKNRNRHDVHNIMNNSGEKEEKKISASQNYTFIDYAIEYSEKYAPLRQKLLSTDIGSVASFLLSRESRAITGQTIYVDNGLNIMFLPDDIYRNENE. The pIC50 is 6.2. (4) The compound is O=C1NCc2nc(Sc3ccc(F)cc3F)c(Br)cc2N1c1c(Cl)cccc1Cl. The target protein (Q9Z1B7) has sequence MSLTRKRGFYKQDINKTAWELPKTYLAPAHVGSGAYGAVCSAIDKRTGEKVAIKKLSRPFQSEIFAKRAYRELLLLKHMHHENVIGLLDVFTPASSLRSFHDFYLVMPFMQTDLQKIMGMEFSEDKVQYLVYQMLKGLKYIHSAGIVHRDLKPGNLAVNEDCELKILDFGLARHTDTEMTGYVVTRWYRAPEVILSWMHYNQTVDIWSVGCIMAEMLTGKTLFKGKDYLDQLTQILKVTGVPGAEFVQKLKDKAAKSYIQSLPQSPKKDFTQLFPRASPQAADLLDKMLELDVDKRLTAAQALAHPFFEPFRDPEEETEAQQPFDDALEHEKLSVDEWKQHIYKEISNFSPIARKDSRRRSGMKLQ. The pIC50 is 7.8. (5) The small molecule is C=C(CC[C@]12O[C@H](C(=O)O)[C@@](O)(C(=O)O)[C@](C(=O)O)(O1)[C@H](OC(=O)CC[C@@H](C)C[C@@H](C)CC)[C@H]2O)[C@H](O)[C@@H](C)Cc1ccccc1. The target protein (Q02769) has sequence MEFVKCLGHPEEFYNLLRFRMGGRRNFIPKMDRNSLSNSLKTCYKYLDQTSRSFAAVIQALDGDIRHAVCVFYLILRAMDTVEDDMAISVEKKIPLLRNFHTFLYEPEWRFTESKEKHRVVLEDFPTISLEFRNLAEKYQTVIADICHRMGCGMAEFLNKDVTSKQDWDKYCHYVAGLVGIGLSRLFSASEFEDPIVGEDTECANSMGLFLQKTNIIRDYLEDQQEGRQFWPQEVWGKYVKKLEDFVKPENVDVAVKCLNELITNALQHIPDVITYLSRLRNQSVFNFCAIPQVMAIATLAACYNNHQVFKGVVKIRKGQAVTLMMDATNMPAVKAIIYQYIEEIYHRVPNSDPSASKAKQLISNIRTQSLPNCQLISRSHYSPIYLSFIMLLAALSWQYLSTLSQVTEDYVQREH. The pIC50 is 8.7.